Dataset: Forward reaction prediction with 1.9M reactions from USPTO patents (1976-2016). Task: Predict the product of the given reaction. (1) Given the reactants N1C2C(=NC=CC=2)N([O:10][C:11]2[C:20]3[C:15](=[CH:16][CH:17]=[CH:18][CH:19]=3)[N:14]=[CH:13][N:12]=2)N=1.[C:21]1(B(O)O)[CH:26]=[CH:25][CH:24]=[CH:23][CH:22]=1.C([O-])([O-])=O.[Cs+].[Cs+], predict the reaction product. The product is: [O:10]([C:11]1[C:20]2[C:15](=[CH:16][CH:17]=[CH:18][CH:19]=2)[N:14]=[CH:13][N:12]=1)[C:21]1[CH:26]=[CH:25][CH:24]=[CH:23][CH:22]=1. (2) Given the reactants [Cl:1][C:2]1[CH:3]=[C:4]([CH:9]=[C:10]([OH:13])[C:11]=1[OH:12])[C:5]([O:7]C)=[O:6].C([O-])([O-])=O.[K+].[K+].Br[CH2:21][CH3:22].[CH3:23][C:24](C)=O, predict the reaction product. The product is: [Cl:1][C:2]1[CH:3]=[C:4]([CH:9]=[C:10]([O:13][CH2:21][CH3:22])[C:11]=1[O:12][CH2:23][CH3:24])[C:5]([OH:7])=[O:6]. (3) Given the reactants [F:1][C:2]1[CH:7]=[CH:6][CH:5]=[CH:4][C:3]=1[C:8]1[N:9]=[C:10]([CH2:20][NH2:21])[S:11][C:12]=1[S:13][C:14]1[CH:19]=[CH:18][CH:17]=[CH:16][CH:15]=1.[C:22](=[O:25])([O-])[OH:23].[Na+], predict the reaction product. The product is: [F:1][C:2]1[CH:7]=[CH:6][CH:5]=[CH:4][C:3]=1[C:8]1[N:9]=[C:10]([CH2:20][NH:21][C:22](=[O:25])[O:23][C:3]([CH3:8])([CH3:4])[CH3:2])[S:11][C:12]=1[S:13][C:14]1[CH:15]=[CH:16][CH:17]=[CH:18][CH:19]=1. (4) Given the reactants Br[C:2]1[CH:7]=[CH:6][C:5]([Br:8])=[CH:4][N:3]=1.[CH3:9][N:10]1[CH2:15][CH2:14][CH2:13][CH:12]([OH:16])[CH2:11]1, predict the reaction product. The product is: [CH3:9][N:10]1[CH2:15][CH2:14][CH2:13][CH:12]([O:16][C:2]2[CH:7]=[CH:6][C:5]([Br:8])=[CH:4][N:3]=2)[CH2:11]1. (5) Given the reactants [Br:1][C:2]1[CH:7]=[C:6]([CH3:8])[C:5]([NH:9][NH2:10])=[C:4]([CH3:11])[CH:3]=1.[ClH:12].CO, predict the reaction product. The product is: [ClH:12].[Br:1][C:2]1[CH:3]=[C:4]([CH3:11])[C:5]([NH:9][NH2:10])=[C:6]([CH3:8])[CH:7]=1. (6) Given the reactants [CH3:1][N:2]1[C:10]2[C:5](=[CH:6][C:7]([S:11]([N:14]3[CH2:18][CH2:17]C[C@H:15]3[CH2:19][O:20][C:21]3[CH:26]=[CH:25][CH:24]=[CH:23][CH:22]=3)(=[O:13])=[O:12])=[CH:8][CH:9]=2)[C:4](=[O:27])[C:3]1=[O:28].O(C[C@@H]1CCN1S(C1C=C2C(=CC=1)NC(=O)C2=O)(=O)=O)C1C=CC=CC=1.BrC[C:57]1[CH:58]=[CH:59][C:60]([F:63])=[N:61][CH:62]=1, predict the reaction product. The product is: [F:63][C:60]1[N:61]=[CH:62][C:57]([CH2:1][N:2]2[C:10]3[C:5](=[CH:6][C:7]([S:11]([N:14]4[CH2:18][CH2:17][C@H:15]4[CH2:19][O:20][C:21]4[CH:22]=[CH:23][CH:24]=[CH:25][CH:26]=4)(=[O:13])=[O:12])=[CH:8][CH:9]=3)[C:4](=[O:27])[C:3]2=[O:28])=[CH:58][CH:59]=1.